Dataset: Reaction yield outcomes from USPTO patents with 853,638 reactions. Task: Predict the reaction yield, written as a fraction of the theoretical maximum amount of product (1.0 means a 100% yield; for example, 0.34 means a 34% yield). (1) The yield is 0.960. The catalyst is CO.[Pd]. The reactants are [F:1][C:2]([F:44])([F:43])[C:3]1[CH:4]=[C:5]([CH:40]=[CH:41][CH:42]=1)[C:6]([NH:8][CH2:9][C:10]([NH:12][C@@H:13]1[CH2:17][CH2:16][N:15]([CH:18]2[CH2:23][CH2:22][N:21]([C:24]3[CH:39]=[CH:38][C:27]([C:28]([O:30]CC4C=CC=CC=4)=[O:29])=[CH:26][CH:25]=3)[CH2:20][CH2:19]2)[CH2:14]1)=[O:11])=[O:7].[H][H]. The product is [F:44][C:2]([F:1])([F:43])[C:3]1[CH:4]=[C:5]([CH:40]=[CH:41][CH:42]=1)[C:6]([NH:8][CH2:9][C:10]([NH:12][C@@H:13]1[CH2:17][CH2:16][N:15]([CH:18]2[CH2:23][CH2:22][N:21]([C:24]3[CH:25]=[CH:26][C:27]([C:28]([OH:30])=[O:29])=[CH:38][CH:39]=3)[CH2:20][CH2:19]2)[CH2:14]1)=[O:11])=[O:7]. (2) The reactants are [CH3:1][O:2][C:3]1[CH:30]=[CH:29][C:6]([CH2:7][N:8]([C:19]2[CH:27]=[CH:26]C=C3[C:20]=2[CH2:21][O:22]C3=O)[C:9](=[O:18])[C:10](=O)[C:11]2[CH:16]=[CH:15][CH:14]=[CH:13][CH:12]=2)=[CH:5][CH:4]=1.[O-]S([O-])(=O)=O.[Na+].[Na+].[O-]CC.[Na+].C(O)C.[C:45]([O:49][CH2:50][CH3:51])(=[O:48])[CH2:46][CH3:47]. No catalyst specified. The product is [OH:22][C:21]1[C:20]2[C:46]([C:45]([O:49][CH2:50][CH3:51])=[O:48])=[CH:47][CH:26]=[CH:27][C:19]=2[N:8]([CH2:7][C:6]2[CH:29]=[CH:30][C:3]([O:2][CH3:1])=[CH:4][CH:5]=2)[C:9](=[O:18])[C:10]=1[C:11]1[CH:16]=[CH:15][CH:14]=[CH:13][CH:12]=1. The yield is 0.800. (3) The product is [CH3:18][C:17]1[N:12]2[N:11]=[C:10]([C:28]3[CH:33]=[CH:32][N:31]=[CH:30][CH:29]=3)[C:9]([C:5]3[CH:4]=[C:3]([OH:2])[CH:8]=[CH:7][CH:6]=3)=[C:13]2[N:14]=[N:15][C:16]=1[S:19]([C:22]1[CH:27]=[CH:26][CH:25]=[CH:24][CH:23]=1)(=[O:21])=[O:20]. The reactants are C[O:2][C:3]1[CH:4]=[C:5]([C:9]2[C:10]([C:28]3[CH:33]=[CH:32][N:31]=[CH:30][CH:29]=3)=[N:11][N:12]3[C:17]([CH3:18])=[C:16]([S:19]([C:22]4[CH:27]=[CH:26][CH:25]=[CH:24][CH:23]=4)(=[O:21])=[O:20])[N:15]=[N:14][C:13]=23)[CH:6]=[CH:7][CH:8]=1.B(Br)(Br)Br. The yield is 0.660. No catalyst specified. (4) The reactants are Cl.Cl.[NH:3]1[CH:7]=[C:6]([CH:8]2[CH:13]=[CH:12][NH:11][CH2:10][CH2:9]2)[N:5]=[CH:4]1.C1CCN2C(=NCCC2)CC1.[Cl:25][C:26]1[CH:27]=[C:28]2[C:33](=[CH:34][CH:35]=1)[CH:32]=[C:31]([S:36]([CH2:39][CH2:40][C:41](O)=[O:42])(=[O:38])=[O:37])[CH:30]=[CH:29]2.C1C=CC2N(O)N=NC=2C=1.CCN=C=NCCCN(C)C. The catalyst is C(#N)C.C(N(CC)CC)C. The product is [Cl:25][C:26]1[CH:27]=[C:28]2[C:33](=[CH:34][CH:35]=1)[CH:32]=[C:31]([S:36]([CH2:39][CH2:40][C:41]([N:11]1[CH2:10][CH:9]=[C:8]([C:6]3[N:5]=[CH:4][NH:3][CH:7]=3)[CH2:13][CH2:12]1)=[O:42])(=[O:37])=[O:38])[CH:30]=[CH:29]2. The yield is 0.490. (5) The reactants are [C:1](OC(=O)C)(=[O:3])[CH3:2].[NH2:8][C@@H:9]1[CH2:13][CH2:12][C@H:11]([C:14]([NH:16][C:17]2[CH:22]=[C:21]([C:23]3[CH:28]=[CH:27][C:26]([F:29])=[CH:25][C:24]=3[O:30][CH3:31])N=[CH:19][N:18]=2)=[O:15])[CH2:10]1.[CH3:32]C(O)=O.O. The catalyst is C(Cl)Cl. The product is [C:1]([NH:8][C@@H:9]1[CH2:13][CH2:12][C@H:11]([C:14]([NH:16][C:17]2[CH:22]=[C:21]([C:23]3[CH:28]=[CH:27][C:26]([F:29])=[CH:25][C:24]=3[O:30][CH3:31])[CH:32]=[CH:19][N:18]=2)=[O:15])[CH2:10]1)(=[O:3])[CH3:2]. The yield is 0.803.